From a dataset of NCI-60 drug combinations with 297,098 pairs across 59 cell lines. Regression. Given two drug SMILES strings and cell line genomic features, predict the synergy score measuring deviation from expected non-interaction effect. (1) Drug 2: CS(=O)(=O)CCNCC1=CC=C(O1)C2=CC3=C(C=C2)N=CN=C3NC4=CC(=C(C=C4)OCC5=CC(=CC=C5)F)Cl. Synergy scores: CSS=1.48, Synergy_ZIP=0.111, Synergy_Bliss=-1.27, Synergy_Loewe=-6.42, Synergy_HSA=-2.69. Cell line: EKVX. Drug 1: C1=CC(=CC=C1CC(C(=O)O)N)N(CCCl)CCCl.Cl. (2) Drug 1: CC(C1=C(C=CC(=C1Cl)F)Cl)OC2=C(N=CC(=C2)C3=CN(N=C3)C4CCNCC4)N. Drug 2: COC1=C2C(=CC3=C1OC=C3)C=CC(=O)O2. Cell line: MCF7. Synergy scores: CSS=0.653, Synergy_ZIP=-0.574, Synergy_Bliss=1.61, Synergy_Loewe=-7.62, Synergy_HSA=0.589. (3) Drug 2: C1C(C(OC1N2C=NC3=C2NC=NCC3O)CO)O. Synergy scores: CSS=10.6, Synergy_ZIP=-1.81, Synergy_Bliss=3.11, Synergy_Loewe=-3.11, Synergy_HSA=0.501. Drug 1: CC(CN1CC(=O)NC(=O)C1)N2CC(=O)NC(=O)C2. Cell line: SK-MEL-5. (4) Drug 1: C1=CC(=C2C(=C1NCCNCCO)C(=O)C3=C(C=CC(=C3C2=O)O)O)NCCNCCO. Drug 2: CN(C)N=NC1=C(NC=N1)C(=O)N. Cell line: HCT116. Synergy scores: CSS=42.3, Synergy_ZIP=-2.76, Synergy_Bliss=-6.70, Synergy_Loewe=-21.2, Synergy_HSA=-4.50. (5) Drug 1: CC1=C2C(C(=O)C3(C(CC4C(C3C(C(C2(C)C)(CC1OC(=O)C(C(C5=CC=CC=C5)NC(=O)OC(C)(C)C)O)O)OC(=O)C6=CC=CC=C6)(CO4)OC(=O)C)OC)C)OC. Drug 2: CS(=O)(=O)CCNCC1=CC=C(O1)C2=CC3=C(C=C2)N=CN=C3NC4=CC(=C(C=C4)OCC5=CC(=CC=C5)F)Cl. Cell line: SN12C. Synergy scores: CSS=51.2, Synergy_ZIP=4.18, Synergy_Bliss=5.29, Synergy_Loewe=-2.37, Synergy_HSA=6.55. (6) Drug 1: COC1=C(C=C2C(=C1)N=CN=C2NC3=CC(=C(C=C3)F)Cl)OCCCN4CCOCC4. Drug 2: CN(C(=O)NC(C=O)C(C(C(CO)O)O)O)N=O. Cell line: A549. Synergy scores: CSS=29.3, Synergy_ZIP=8.16, Synergy_Bliss=3.02, Synergy_Loewe=-12.0, Synergy_HSA=4.52.